This data is from Peptide-MHC class I binding affinity with 185,985 pairs from IEDB/IMGT. The task is: Regression. Given a peptide amino acid sequence and an MHC pseudo amino acid sequence, predict their binding affinity value. This is MHC class I binding data. (1) The peptide sequence is VMAFHLSTR. The MHC is HLA-A31:01 with pseudo-sequence HLA-A31:01. The binding affinity (normalized) is 0.793. (2) The peptide sequence is NLAAQTHLY. The MHC is HLA-B27:03 with pseudo-sequence HLA-B27:03. The binding affinity (normalized) is 0.0847.